From a dataset of Full USPTO retrosynthesis dataset with 1.9M reactions from patents (1976-2016). Predict the reactants needed to synthesize the given product. (1) Given the product [CH2:1]([N:8]1[CH2:13][CH2:12][N:11]([C:14]([C:16]2[CH:20]=[C:19]([CH3:21])[N:18]([C:22]3[CH:27]=[CH:26][CH:25]=[CH:24][CH:23]=3)[C:17]=2[C:28]2[CH:29]=[CH:30][CH:31]=[CH:32][CH:33]=2)=[O:15])[CH:10]([CH2:34][CH2:35][N:36]([CH:37]([CH3:39])[CH3:38])[C:54](=[O:55])[CH2:53][CH2:49][C:50]([O:51][CH2:45][CH3:46])=[O:58])[CH2:9]1)[C:2]1[CH:7]=[CH:6][CH:5]=[CH:4][CH:3]=1, predict the reactants needed to synthesize it. The reactants are: [CH2:1]([N:8]1[CH2:13][CH2:12][N:11]([C:14]([C:16]2[CH:20]=[C:19]([CH3:21])[N:18]([C:22]3[CH:27]=[CH:26][CH:25]=[CH:24][CH:23]=3)[C:17]=2[C:28]2[CH:33]=[CH:32][CH:31]=[CH:30][CH:29]=2)=[O:15])[CH:10]([CH2:34][CH2:35][NH:36][CH:37]([CH3:39])[CH3:38])[CH2:9]1)[C:2]1[CH:7]=[CH:6][CH:5]=[CH:4][CH:3]=1.C(N([CH2:45][CH3:46])CC)C.C([CH:49]([CH2:53][C:54](Cl)=[O:55])[C:50](Cl)=[O:51])C.C(=O)(O)[O-:58].[Na+]. (2) Given the product [F:21][C:22]([F:27])([F:26])[C:23]([OH:25])=[O:24].[F:20][C:17]([F:18])([F:19])[C:12]1[N:13]=[CH:14][C:15]2[CH2:16][NH:8][CH2:9][C:10]=2[N:11]=1, predict the reactants needed to synthesize it. The reactants are: C(OC([N:8]1[CH2:16][C:15]2[CH:14]=[N:13][C:12]([C:17]([F:20])([F:19])[F:18])=[N:11][C:10]=2[CH2:9]1)=O)(C)(C)C.[F:21][C:22]([F:27])([F:26])[C:23]([OH:25])=[O:24].